This data is from Drug-target binding data from BindingDB using IC50 measurements. The task is: Regression. Given a target protein amino acid sequence and a drug SMILES string, predict the binding affinity score between them. We predict pIC50 (pIC50 = -log10(IC50 in M); higher means more potent). Dataset: bindingdb_ic50. The small molecule is CCN(CC)CCCC(C)Nc1ccnc2cc(Cl)ccc12. The target protein (P05227) has sequence MVSFSKNKVLSAAVFASVLLLDNNNSAFNNNLCSKNAKGLNLNKRLLHETQAHVDDAHHAHHVADAHHAHHAHHAADAHHAHHAADAHHAHHAADAHHAHHAADAHHAHHAADAHHAHHAADAHHAHHAADAHHAHHAADAHHAHHAADAHHAHHAAYAHHAHHASDAHHAADAHHAAYAHHAHHAADAHHAADAHHAAYAHHAHHAADAHHAADAHHATDAHHAHHAADAHHATDAHHAADAHHAADAHHATDAHHAADAHHATDAHHAADAHHAADAHHATDSHHAHHAADAHHAAAHHATDAHHAAAHHATDAHHAAAHHEAATHCLRH. The pIC50 is 4.1.